Dataset: Forward reaction prediction with 1.9M reactions from USPTO patents (1976-2016). Task: Predict the product of the given reaction. (1) Given the reactants Cl.[NH2:2][C@@H:3]1[CH2:8][CH2:7][CH2:6][N:5]([C:9]2[C:14]([Br:15])=[CH:13][N:12]=[C:11]3[NH:16][CH:17]=[C:18]([NH:19][C:20]([CH:22]4[CH2:24][CH2:23]4)=[O:21])[C:10]=23)[CH2:4]1.Br[CH2:26][CH2:27][O:28][CH3:29].CCN(C(C)C)C(C)C.O, predict the reaction product. The product is: [Br:15][C:14]1[C:9]([N:5]2[CH2:6][CH2:7][CH2:8][C@@H:3]([NH:2][CH2:26][CH2:27][O:28][CH3:29])[CH2:4]2)=[C:10]2[C:18]([NH:19][C:20]([CH:22]3[CH2:23][CH2:24]3)=[O:21])=[CH:17][NH:16][C:11]2=[N:12][CH:13]=1. (2) Given the reactants [Cl:1][C:2]1[C:7]([Cl:8])=[C:6]([O:9][C:10]2[CH:15]=[CH:14][N:13]=[C:12](Cl)[N:11]=2)[CH:5]=[CH:4][C:3]=1[NH:17][C:18]([NH:20][C:21]1[N:25]([C:26]2[CH:31]=[CH:30][C:29]([CH3:32])=[CH:28][CH:27]=2)[N:24]=[C:23]([CH:33]([CH3:35])[CH3:34])[CH:22]=1)=[O:19].[CH:36]1([S:39]([C:42]2[CH:43]=[C:44]([CH:46]=[C:47]([O:49][CH3:50])[CH:48]=2)[NH2:45])(=[O:41])=[O:40])[CH2:38][CH2:37]1.C([O-])(O)=O.[Na+], predict the reaction product. The product is: [Cl:1][C:2]1[C:7]([Cl:8])=[C:6]([O:9][C:10]2[CH:15]=[CH:14][N:13]=[C:12]([NH:45][C:44]3[CH:46]=[C:47]([O:49][CH3:50])[CH:48]=[C:42]([S:39]([CH:36]4[CH2:37][CH2:38]4)(=[O:41])=[O:40])[CH:43]=3)[N:11]=2)[CH:5]=[CH:4][C:3]=1[NH:17][C:18]([NH:20][C:21]1[N:25]([C:26]2[CH:27]=[CH:28][C:29]([CH3:32])=[CH:30][CH:31]=2)[N:24]=[C:23]([CH:33]([CH3:34])[CH3:35])[CH:22]=1)=[O:19]. (3) Given the reactants C(O[BH-](OC(=O)C)OC(=O)C)(=O)C.[Na+].Cl.[CH2:16]1[C:19]2([CH2:23][C:22]([C@H:24]3[CH2:29][CH2:28][C@H:27]([C:30]([O:32][CH3:33])=[O:31])[CH2:26][CH2:25]3)=[N:21][O:20]2)[CH2:18][NH:17]1.[CH:34]1([C:37]2[CH:42]=[C:41]([CH:43]=O)[CH:40]=[C:39]([O:45][CH2:46][CH2:47][CH3:48])[C:38]=2[C:49]2[CH:54]=[CH:53][C:52]([F:55])=[CH:51][CH:50]=2)[CH2:36][CH2:35]1.C(=O)([O-])O.[Na+], predict the reaction product. The product is: [CH:34]1([C:37]2[CH:42]=[C:41]([CH2:43][N:17]3[CH2:18][C:19]4([CH2:23][C:22]([C@H:24]5[CH2:25][CH2:26][C@H:27]([C:30]([O:32][CH3:33])=[O:31])[CH2:28][CH2:29]5)=[N:21][O:20]4)[CH2:16]3)[CH:40]=[C:39]([O:45][CH2:46][CH2:47][CH3:48])[C:38]=2[C:49]2[CH:50]=[CH:51][C:52]([F:55])=[CH:53][CH:54]=2)[CH2:36][CH2:35]1. (4) Given the reactants C[Si]([N-][Si](C)(C)C)(C)C.[Na+].[CH:11]1([SH:16])[CH2:15][CH2:14][CH2:13][CH2:12]1.Br[CH2:18][C:19]1[CH:26]=[CH:25][C:22]([C:23]#[N:24])=[CH:21][CH:20]=1, predict the reaction product. The product is: [CH:11]1([S:16][CH2:18][C:19]2[CH:26]=[CH:25][C:22]([C:23]#[N:24])=[CH:21][CH:20]=2)[CH2:15][CH2:14][CH2:13][CH2:12]1. (5) Given the reactants [F:1][C:2]1([F:9])[CH2:7][CH2:6][CH:5]([NH2:8])[CH2:4][CH2:3]1.C[Al](C)C.[Cl:14][C:15]1[CH:20]=[C:19]([Cl:21])[CH:18]=[CH:17][C:16]=1[N:22]1[C:26]([C:27]2[CH:32]=[CH:31][C:30]([O:33][CH2:34][CH2:35][C:36]([F:39])([F:38])[F:37])=[CH:29][CH:28]=2)=[C:25]([CH2:40][OH:41])[C:24]([C:42](OCC)=[O:43])=[N:23]1.Cl, predict the reaction product. The product is: [Cl:14][C:15]1[CH:20]=[C:19]([Cl:21])[CH:18]=[CH:17][C:16]=1[N:22]1[C:26]([C:27]2[CH:28]=[CH:29][C:30]([O:33][CH2:34][CH2:35][C:36]([F:37])([F:38])[F:39])=[CH:31][CH:32]=2)=[C:25]([CH2:40][OH:41])[C:24]([C:42]([NH:8][CH:5]2[CH2:6][CH2:7][C:2]([F:9])([F:1])[CH2:3][CH2:4]2)=[O:43])=[N:23]1. (6) Given the reactants [F:1][C:2]1[C:14]([F:15])=[CH:13][CH:12]=[CH:11][C:3]=1[CH2:4][N:5]1[CH2:9][CH2:8][CH2:7][C:6]1=O.O=P(Cl)(Cl)Cl.[NH2:21][C:22](=[C:24]([C:30]([O:32][CH2:33][CH3:34])=[O:31])[C:25]([O:27][CH2:28][CH3:29])=[O:26])[CH3:23].C([O-])(O)=O.[Na+].O, predict the reaction product. The product is: [F:1][C:2]1[C:14]([F:15])=[CH:13][CH:12]=[CH:11][C:3]=1[CH2:4][N:5]1[CH2:9][CH2:8][CH2:7]/[C:6]/1=[N:21]\[C:22](=[C:24]([C:25]([O:27][CH2:28][CH3:29])=[O:26])[C:30]([O:32][CH2:33][CH3:34])=[O:31])[CH3:23]. (7) Given the reactants [H-].[Na+].C[O:4][C:5](=[O:40])[C:6]1[CH:39]=[CH:38][C:9]([C:10]([NH:12][C:13]2[C:14]([CH3:37])=[N:15][C:16]([O:19][CH2:20][C:21]3[C:22]([C:29]4[C:34]([Cl:35])=[CH:33][CH:32]=[CH:31][C:30]=4[Cl:36])=[N:23][O:24][C:25]=3[CH:26]([CH3:28])[CH3:27])=[CH:17][CH:18]=2)=[O:11])=[CH:8][CH:7]=1.[CH3:41]I.[OH-].[Na+], predict the reaction product. The product is: [Cl:36][C:30]1[CH:31]=[CH:32][CH:33]=[C:34]([Cl:35])[C:29]=1[C:22]1[C:21]([CH2:20][O:19][C:16]2[N:15]=[C:14]([CH3:37])[C:13]([N:12]([CH3:41])[C:10](=[O:11])[C:9]3[CH:8]=[CH:7][C:6]([C:5]([OH:4])=[O:40])=[CH:39][CH:38]=3)=[CH:18][CH:17]=2)=[C:25]([CH:26]([CH3:27])[CH3:28])[O:24][N:23]=1. (8) Given the reactants [F:1][C:2]([F:13])([F:12])[C:3]1[CH:4]=[C:5]([CH:9]=[CH:10][CH:11]=1)[CH:6]=[N:7][OH:8].[Cl:14]N1C(=O)CCC1=O, predict the reaction product. The product is: [OH:8][N:7]=[C:6]([Cl:14])[C:5]1[CH:9]=[CH:10][CH:11]=[C:3]([C:2]([F:12])([F:13])[F:1])[CH:4]=1. (9) Given the reactants [CH3:1][O:2][C:3]1[CH:4]=[C:5]([CH:7]=[CH:8][C:9]=1[O:10][CH2:11][CH2:12][O:13][CH:14]1[CH2:19][CH2:18][CH2:17][CH2:16][O:15]1)[NH2:6].[CH:20]1([C:23]2[CH:35]=[CH:34][C:26]([O:27][C:28](=[CH:32][CH3:33])[C:29](O)=[O:30])=[CH:25][CH:24]=2)[CH2:22][CH2:21]1.C1C=CC2N(O)N=NC=2C=1.C(N(CC)CC)C.C(N=C=NCCCN(C)C)C.Cl, predict the reaction product. The product is: [CH:20]1([C:23]2[CH:35]=[CH:34][C:26]([O:27][C:28](=[CH:32][CH3:33])[C:29]([NH:6][C:5]3[CH:7]=[CH:8][C:9]([O:10][CH2:11][CH2:12][O:13][CH:14]4[CH2:19][CH2:18][CH2:17][CH2:16][O:15]4)=[C:3]([O:2][CH3:1])[CH:4]=3)=[O:30])=[CH:25][CH:24]=2)[CH2:22][CH2:21]1.